This data is from Reaction yield outcomes from USPTO patents with 853,638 reactions. The task is: Predict the reaction yield, written as a fraction of the theoretical maximum amount of product (1.0 means a 100% yield; for example, 0.34 means a 34% yield). (1) The reactants are [F:1][C:2]1[CH:3]=[C:4]([N:9]2[CH:14]=[CH:13][C:12]([CH3:15])=[CH:11][C:10]2=[O:16])[CH:5]=[CH:6][C:7]=1[OH:8].Cl[C:18]1[C:27]2[C:22](=[CH:23][C:24]([O:30][CH3:31])=[C:25]([O:28][CH3:29])[CH:26]=2)[N:21]=[CH:20][CH:19]=1. No catalyst specified. The product is [CH3:29][O:28][C:25]1[CH:26]=[C:27]2[C:22](=[CH:23][C:24]=1[O:30][CH3:31])[N:21]=[CH:20][CH:19]=[C:18]2[O:8][C:7]1[CH:6]=[CH:5][C:4]([N:9]2[CH:14]=[CH:13][C:12]([CH3:15])=[CH:11][C:10]2=[O:16])=[CH:3][C:2]=1[F:1]. The yield is 0.270. (2) The reactants are C(OC([N:8]1[C@H:12]([C:13](O)=[O:14])[CH2:11][O:10]C1(C)C)=O)(C)(C)C.CN(C(ON1N=NC2C=CC=NC1=2)=[N+](C)C)C.F[P-](F)(F)(F)(F)F.CCN(C(C)C)C(C)C.[NH2:51][C:52]1[CH:57]=[CH:56][C:55]([C:58]2[N:63]=[C:62]([NH2:64])[N:61]=[C:60]([NH:65][C:66]3[CH:71]=[CH:70][C:69]([O:72][C:73]4[CH:78]=[CH:77][N:76]=[C:75]([C:79]([F:82])([F:81])[F:80])[CH:74]=4)=[CH:68][CH:67]=3)[CH:59]=2)=[CH:54][CH:53]=1.Cl.C(=O)(O)[O-].[Na+]. The catalyst is CN(C)C(=O)C.CS(C)=O.CCOC(C)=O.CO. The product is [NH2:8][CH:12]([CH2:13][OH:14])[C:11]([NH:51][C:52]1[CH:57]=[CH:56][C:55]([C:58]2[CH:59]=[C:60]([NH:65][C:66]3[CH:71]=[CH:70][C:69]([O:72][C:73]4[CH:78]=[CH:77][N:76]=[C:75]([C:79]([F:81])([F:82])[F:80])[CH:74]=4)=[CH:68][CH:67]=3)[N:61]=[C:62]([NH2:64])[N:63]=2)=[CH:54][CH:53]=1)=[O:10]. The yield is 0.430. (3) The reactants are [CH3:1][O:2][C:3]1[CH:4]=[C:5]2[C:10](=[CH:11][C:12]=1[O:13][CH2:14][CH2:15][CH2:16][N:17]1[CH2:22][CH2:21][N:20]([CH3:23])[CH2:19][CH2:18]1)[N:9]=[CH:8][NH:7][C:6]2=O.CN(C=O)C.S(Cl)([Cl:32])=O. No catalyst specified. The product is [Cl:32][C:6]1[C:5]2[C:10](=[CH:11][C:12]([O:13][CH2:14][CH2:15][CH2:16][N:17]3[CH2:22][CH2:21][N:20]([CH3:23])[CH2:19][CH2:18]3)=[C:3]([O:2][CH3:1])[CH:4]=2)[N:9]=[CH:8][N:7]=1. The yield is 0.530. (4) The reactants are [C:1]([C:3]1[C:8]2[N:9]=[C:10]([CH:12]3[CH2:14][CH2:13]3)[O:11][C:7]=2[C:6]([F:15])=[C:5]([NH:16]C(=O)OC(C)(C)C)[C:4]=1[CH3:24])#[N:2].FC(F)(F)C(O)=O. The catalyst is ClCCl. The product is [NH2:16][C:5]1[C:6]([F:15])=[C:7]2[O:11][C:10]([CH:12]3[CH2:13][CH2:14]3)=[N:9][C:8]2=[C:3]([C:1]#[N:2])[C:4]=1[CH3:24]. The yield is 0.970. (5) The reactants are [F:1][C:2]([F:6])([F:5])[CH2:3][OH:4].[H-].[Na+].[Br:9][C:10]1[C:11](Cl)=[N:12][CH:13]=[C:14]([CH:38]=1)[C:15]([NH:17][CH2:18][CH2:19][NH:20][C:21]([C:23]1[C:24]([C:34]([F:37])([F:36])[F:35])=[N:25][N:26]([C:28]2[CH:33]=[CH:32][CH:31]=[CH:30][CH:29]=2)[CH:27]=1)=[O:22])=[O:16]. The catalyst is C1COCC1. The product is [Br:9][C:10]1[C:11]([O:4][CH2:3][C:2]([F:6])([F:5])[F:1])=[N:12][CH:13]=[C:14]([CH:38]=1)[C:15]([NH:17][CH2:18][CH2:19][NH:20][C:21]([C:23]1[C:24]([C:34]([F:37])([F:35])[F:36])=[N:25][N:26]([C:28]2[CH:33]=[CH:32][CH:31]=[CH:30][CH:29]=2)[CH:27]=1)=[O:22])=[O:16]. The yield is 0.700.